From a dataset of Forward reaction prediction with 1.9M reactions from USPTO patents (1976-2016). Predict the product of the given reaction. Given the reactants Cl.Cl.Cl.[CH3:4][C:5]1[C:6]2[O:28][CH2:27][CH2:26][C:7]=2[C:8]([N:11]2[CH2:16][CH2:15][N:14]([CH2:17][CH2:18][C@H:19]3[CH2:24][CH2:23][C@H:22]([NH2:25])[CH2:21][CH2:20]3)[CH2:13][CH2:12]2)=[N:9][CH:10]=1.[CH3:29][O:30][CH2:31][CH2:32][C:33](O)=[O:34], predict the reaction product. The product is: [CH3:29][O:30][CH2:31][CH2:32][C:33]([NH:25][C@H:22]1[CH2:21][CH2:20][C@H:19]([CH2:18][CH2:17][N:14]2[CH2:13][CH2:12][N:11]([C:8]3[C:7]4[CH2:26][CH2:27][O:28][C:6]=4[C:5]([CH3:4])=[CH:10][N:9]=3)[CH2:16][CH2:15]2)[CH2:24][CH2:23]1)=[O:34].